From a dataset of Forward reaction prediction with 1.9M reactions from USPTO patents (1976-2016). Predict the product of the given reaction. (1) Given the reactants ClC1C=C(C=CC=1Cl)O[CH:6]1[CH2:11][CH2:10][N:9]([S:12]([C:15]2[C:16]([CH3:22])=[N:17][N:18]([CH3:21])[C:19]=2[CH3:20])(=[O:14])=[O:13])[CH2:8][CH2:7]1.CN1C(C)=C(S(Cl)(=O)=O)C(C)=N1.Cl.[Cl:40][C:41]1[CH:53]=[CH:52][C:44]([CH2:45]C2CCNCC2)=[CH:43][C:42]=1[F:54], predict the reaction product. The product is: [Cl:40][C:41]1[CH:53]=[CH:52][C:44]([CH2:45][CH:6]2[CH2:7][CH2:8][N:9]([S:12]([C:15]3[C:16]([CH3:22])=[N:17][N:18]([CH3:21])[C:19]=3[CH3:20])(=[O:13])=[O:14])[CH2:10][CH2:11]2)=[CH:43][C:42]=1[F:54]. (2) Given the reactants [C:1]([CH2:4][CH2:5][CH2:6][CH2:7][C:8]([OH:10])=[O:9])(=[O:3])[CH3:2].S(=O)(=O)(O)O.Cl[CH2:17]CCl.CO, predict the reaction product. The product is: [CH3:17][O:9][C:8](=[O:10])[CH2:7][CH2:6][CH2:5][CH2:4][C:1](=[O:3])[CH3:2]. (3) Given the reactants [NH2:1][C:2]1[C:6]2[C:7]([CH2:23][O:24][CH3:25])=[N:8][C:9]([NH:11][C:12]([NH:14][C@@H:15]([C:17]3[CH:22]=[CH:21][CH:20]=[CH:19][CH:18]=3)[CH3:16])=[O:13])=[CH:10][C:5]=2[NH:4][N:3]=1.N1C=CC=CC=1.[C:32](Cl)([CH3:34])=[O:33].[OH-].[Na+], predict the reaction product. The product is: [CH3:25][O:24][CH2:23][C:7]1[C:6]2[C:2]([NH:1][C:32](=[O:33])[CH3:34])=[N:3][NH:4][C:5]=2[CH:10]=[C:9]([NH:11][C:12]([NH:14][C@@H:15]([C:17]2[CH:22]=[CH:21][CH:20]=[CH:19][CH:18]=2)[CH3:16])=[O:13])[N:8]=1.